This data is from Forward reaction prediction with 1.9M reactions from USPTO patents (1976-2016). The task is: Predict the product of the given reaction. (1) Given the reactants [C:1]([OH:6])(=O)[CH:2]([CH3:4])[CH3:3].[CH3:7][C:8]([O:11][C:12]([NH:14][C@H:15]1[CH2:19][NH:18][CH2:17][CH2:16]1)=[O:13])([CH3:10])[CH3:9], predict the reaction product. The product is: [CH3:3][CH:2]([CH3:4])[C:1]([N:18]1[CH2:17][CH2:16][C@@H:15]([NH:14][C:12](=[O:13])[O:11][C:8]([CH3:9])([CH3:7])[CH3:10])[CH2:19]1)=[O:6]. (2) Given the reactants [C:1]([C:4]12[CH2:11][CH2:10][C:7]([NH:12][CH2:13][C:14]([N:16]3[CH2:20][C@@H:19]([F:21])[CH2:18][C@H:17]3[C:22]#[N:23])=[O:15])([CH2:8][CH2:9]1)[CH2:6][CH2:5]2)([OH:3])=O.[NH2:24][C:25]1[CH:32]=[CH:31][C:28]([C:29]#[N:30])=[CH:27][CH:26]=1, predict the reaction product. The product is: [C:29]([C:28]1[CH:31]=[CH:32][C:25]([NH:24][C:1]([C:4]23[CH2:11][CH2:10][C:7]([NH:12][CH2:13][C:14]([N:16]4[CH2:20][C@@H:19]([F:21])[CH2:18][C@H:17]4[C:22]#[N:23])=[O:15])([CH2:6][CH2:5]2)[CH2:8][CH2:9]3)=[O:3])=[CH:26][CH:27]=1)#[N:30].